From a dataset of Forward reaction prediction with 1.9M reactions from USPTO patents (1976-2016). Predict the product of the given reaction. (1) The product is: [Br:16][C:13]1[CH:12]=[CH:11][C:10]([CH2:9][CH:8]([NH:7][C:6]([O:5][C:1]([CH3:3])([CH3:2])[CH3:4])=[O:19])[CH2:17][O:18][CH2:23][C:24]2[CH:33]=[CH:32][CH:31]=[CH:30][C:25]=2[C:26]([O:28][CH3:29])=[O:27])=[CH:15][CH:14]=1. Given the reactants [C:1]([O:5][C:6](=[O:19])[NH:7][CH:8]([CH2:17][OH:18])[CH2:9][C:10]1[CH:15]=[CH:14][C:13]([Br:16])=[CH:12][CH:11]=1)([CH3:4])([CH3:3])[CH3:2].[H-].[Na+].Br[CH2:23][C:24]1[CH:33]=[CH:32][CH:31]=[CH:30][C:25]=1[C:26]([O:28][CH3:29])=[O:27].CC(=O)OCC, predict the reaction product. (2) Given the reactants [OH:1][CH2:2][CH2:3][CH2:4][CH2:5][CH2:6][CH2:7][CH2:8][C:9]1[CH2:11][CH:10]=1.C(N(CC)CC)C.[CH3:19][S:20](Cl)(=[O:22])=[O:21], predict the reaction product. The product is: [CH3:19][S:20]([O:1][CH2:2][CH2:3][CH2:4][CH2:5][CH2:6][CH2:7][CH2:8][C:9]1[CH2:11][CH:10]=1)(=[O:22])=[O:21]. (3) Given the reactants Cl[C:2](=[O:9])[CH2:3][C:4]([O:6][CH2:7][CH3:8])=[O:5].[NH2:10][C:11]1[C:12]([C:25]([O:27][CH2:28][CH3:29])=[O:26])=[N:13][CH:14]=[C:15]([CH2:17][C:18]2[CH:23]=[CH:22][C:21]([F:24])=[CH:20][CH:19]=2)[CH:16]=1, predict the reaction product. The product is: [CH2:7]([O:6][C:4](=[O:5])[CH2:3][C:2]([NH:10][C:11]1[C:12]([C:25]([O:27][CH2:28][CH3:29])=[O:26])=[N:13][CH:14]=[C:15]([CH2:17][C:18]2[CH:19]=[CH:20][C:21]([F:24])=[CH:22][CH:23]=2)[CH:16]=1)=[O:9])[CH3:8]. (4) Given the reactants [OH:1][CH2:2][CH2:3][O:4][CH2:5][CH2:6][O:7][CH2:8][CH2:9][O:10][CH2:11][CH2:12][O:13][CH2:14][C:15]#[C:16][C:17]1[CH:18]=[C:19]([CH:30]=[CH:31][CH:32]=1)[C:20]([O:22][CH2:23][C:24]1[CH:29]=[CH:28][CH:27]=[CH:26][CH:25]=1)=[O:21].C(N(CC)CC)C.[CH3:40][C:41]1[CH:46]=[CH:45][C:44]([S:47](Cl)(=[O:49])=[O:48])=[CH:43][CH:42]=1, predict the reaction product. The product is: [S:47]([O:1][CH2:2][CH2:3][O:4][CH2:5][CH2:6][O:7][CH2:8][CH2:9][O:10][CH2:11][CH2:12][O:13][CH2:14][C:15]#[C:16][C:17]1[CH:18]=[C:19]([CH:30]=[CH:31][CH:32]=1)[C:20]([O:22][CH2:23][C:24]1[CH:25]=[CH:26][CH:27]=[CH:28][CH:29]=1)=[O:21])([C:44]1[CH:45]=[CH:46][C:41]([CH3:40])=[CH:42][CH:43]=1)(=[O:49])=[O:48].